Predict the product of the given reaction. From a dataset of Forward reaction prediction with 1.9M reactions from USPTO patents (1976-2016). (1) The product is: [Br-:1].[OH:19][C@@H:13]1[CH:14]2[CH2:17][CH2:18][N+:11]([CH2:2][C:3](=[O:4])[NH:5][C:6]3[CH:10]=[CH:9][O:8][N:7]=3)([CH2:16][CH2:15]2)[CH2:12]1. Given the reactants [Br:1][CH2:2][C:3]([NH:5][C:6]1[CH:10]=[CH:9][O:8][N:7]=1)=[O:4].[N:11]12[CH2:18][CH2:17][CH:14]([CH2:15][CH2:16]1)[C@@H:13]([OH:19])[CH2:12]2, predict the reaction product. (2) Given the reactants ClC1C=C(N[C:16]2[C:25]3[C:20](=[CH:21][C:22](F)=[C:23]([O:26][CH3:27])[CH:24]=3)[N:19]=[CH:18][C:17]=2[C:29]#[N:30])C=CC=1SC1N(C)C=CN=1.N1(CCN2CCNCC2)C=CN=C1, predict the reaction product. The product is: [CH3:27][O:26][C:23]1[CH:24]=[C:25]2[C:20](=[CH:21][CH:22]=1)[N:19]=[CH:18][C:17]([C:29]#[N:30])=[CH:16]2. (3) Given the reactants [CH3:1][O:2][C:3]([C@@H:5]1[C@@H:9]([O:10][CH3:11])[CH2:8][N:7](CC2C=CC=CC=2)[CH2:6]1)=[O:4].[H][H].[C:32]([O:31][C:29](O[C:29]([O:31][C:32]([CH3:35])([CH3:34])[CH3:33])=[O:30])=[O:30])([CH3:35])([CH3:34])[CH3:33], predict the reaction product. The product is: [CH3:1][O:2][C:3]([C@@H:5]1[C@@H:9]([O:10][CH3:11])[CH2:8][N:7]([C:29]([O:31][C:32]([CH3:33])([CH3:34])[CH3:35])=[O:30])[CH2:6]1)=[O:4]. (4) Given the reactants [N:1]1[CH:6]=[CH:5][C:4]([N:7]2[CH2:16][CH2:15][C:10]3([CH2:14][NH:13][CH2:12][CH2:11]3)[CH2:9][CH2:8]2)=[CH:3][CH:2]=1.CCN(C(C)C)C(C)C.[N+](C1C=CC([O:35][C:36]([N:38]2[CH2:43][CH2:42][CH:41]([O:44][CH2:45][C:46]([O:48][CH2:49][CH3:50])=[O:47])[C:40](=O)[CH2:39]2)=O)=CC=1)([O-])=O, predict the reaction product. The product is: [N:1]1[CH:2]=[CH:3][C:4]([N:7]2[CH2:16][CH2:15][C:10]3([CH2:14][N:13]([C:36]([N:38]4[CH2:43][CH2:42][CH:41]([O:44][CH2:45][C:46]([O:48][CH2:49][CH3:50])=[O:47])[CH2:40][CH2:39]4)=[O:35])[CH2:12][CH2:11]3)[CH2:9][CH2:8]2)=[CH:5][CH:6]=1. (5) Given the reactants [C:1]1([C:7]2[C:16]3[C:11](=[CH:12][CH:13]=[CH:14][CH:15]=3)[N:10]=[C:9]([NH:17][C:18]3[CH:26]=[CH:25][C:21]([C:22](O)=[O:23])=[CH:20][CH:19]=3)[N:8]=2)[CH:6]=[CH:5][CH:4]=[CH:3][CH:2]=1.[NH2:27][C:28]1[CH:29]=[C:30]([CH:33]=[CH:34][C:35]=1[CH3:36])[C:31]#[N:32].CCN(C(C)C)C(C)C.CN(C(ON1N=NC2C=CC=NC1=2)=[N+](C)C)C.F[P-](F)(F)(F)(F)F, predict the reaction product. The product is: [C:31]([C:30]1[CH:33]=[CH:34][C:35]([CH3:36])=[C:28]([NH:27][C:22](=[O:23])[C:21]2[CH:25]=[CH:26][C:18]([NH:17][C:9]3[N:8]=[C:7]([C:1]4[CH:2]=[CH:3][CH:4]=[CH:5][CH:6]=4)[C:16]4[C:11](=[CH:12][CH:13]=[CH:14][CH:15]=4)[N:10]=3)=[CH:19][CH:20]=2)[CH:29]=1)#[N:32]. (6) Given the reactants Cl[C:2]1[CH:7]=[CH:6][C:5]([C:8]2[C:9]([NH2:17])=[N:10][C:11]([NH2:16])=[N:12][C:13]=2[CH2:14][CH3:15])=[CH:4][C:3]=1[N+:18]([O-:20])=[O:19].[CH3:21][S:22]([C:25]1[CH:32]=[CH:31][C:28]([CH2:29][NH2:30])=[CH:27][CH:26]=1)(=[O:24])=[O:23].CCN(C(C)C)C(C)C, predict the reaction product. The product is: [CH2:14]([C:13]1[N:12]=[C:11]([NH2:16])[N:10]=[C:9]([NH2:17])[C:8]=1[C:5]1[CH:6]=[CH:7][C:2]([NH:30][CH2:29][C:28]2[CH:27]=[CH:26][C:25]([S:22]([CH3:21])(=[O:24])=[O:23])=[CH:32][CH:31]=2)=[C:3]([N+:18]([O-:20])=[O:19])[CH:4]=1)[CH3:15]. (7) Given the reactants [CH3:1][O:2][C:3]1[CH:4]=[C:5]2[C:10](=[CH:11][C:12]=1[O:13][CH3:14])[N:9]=[CH:8][CH:7]=[C:6]2[OH:15].[F:16][C:17]1[CH:18]=[C:19]([N+:24]([O-:26])=[O:25])[CH:20]=[CH:21][C:22]=1F.C(=O)([O-])[O-].[Cs+].[Cs+], predict the reaction product. The product is: [F:16][C:17]1[CH:18]=[C:19]([N+:24]([O-:26])=[O:25])[CH:20]=[CH:21][C:22]=1[O:15][C:6]1[C:5]2[C:10](=[CH:11][C:12]([O:13][CH3:14])=[C:3]([O:2][CH3:1])[CH:4]=2)[N:9]=[CH:8][CH:7]=1. (8) Given the reactants [CH3:1][N:2]1[C:6]2[CH:7]=[CH:8][CH:9]=[CH:10][C:5]=2[N:4]=[C:3]1[C:11]([C:13]1[CH:18]=[CH:17][C:16]([O:19][C:20]2[C:25]([C:26]#[C:27][Si](C)(C)C)=[CH:24][CH:23]=[CH:22][N:21]=2)=[CH:15][CH:14]=1)=[O:12].C(=O)([O-])[O-].[K+].[K+], predict the reaction product. The product is: [C:26]([C:25]1[C:20]([O:19][C:16]2[CH:15]=[CH:14][C:13]([C:11]([C:3]3[N:2]([CH3:1])[C:6]4[CH:7]=[CH:8][CH:9]=[CH:10][C:5]=4[N:4]=3)=[O:12])=[CH:18][CH:17]=2)=[N:21][CH:22]=[CH:23][CH:24]=1)#[CH:27]. (9) Given the reactants [CH3:1][C:2]1[CH:3]=[C:4]([CH:18]=[CH:19][C:20]=1[CH3:21])[C:5]([C:7]1[C:16](=[O:17])[C:15]2[C:10](=[CH:11][CH:12]=[CH:13][CH:14]=2)[NH:9][CH:8]=1)=[O:6].[H-].[Na+].[CH:24]1([CH2:30]Br)[CH2:29][CH2:28][CH2:27][CH2:26][CH2:25]1.CN(C)C=O, predict the reaction product. The product is: [CH:24]1([CH2:30][N:9]2[C:10]3[C:15](=[CH:14][CH:13]=[CH:12][CH:11]=3)[C:16](=[O:17])[C:7]([C:5](=[O:6])[C:4]3[CH:18]=[CH:19][C:20]([CH3:21])=[C:2]([CH3:1])[CH:3]=3)=[CH:8]2)[CH2:29][CH2:28][CH2:27][CH2:26][CH2:25]1.